This data is from TCR-epitope binding with 47,182 pairs between 192 epitopes and 23,139 TCRs. The task is: Binary Classification. Given a T-cell receptor sequence (or CDR3 region) and an epitope sequence, predict whether binding occurs between them. (1) The epitope is TPGPGVRYPL. The TCR CDR3 sequence is CASSLKAAAYNEQFF. Result: 0 (the TCR does not bind to the epitope). (2) The epitope is TAFTIPSI. The TCR CDR3 sequence is CASSGGLAGIYEQYF. Result: 0 (the TCR does not bind to the epitope). (3) The epitope is LPPAYTNSF. The TCR CDR3 sequence is CASSQEPGQLQETQYF. Result: 1 (the TCR binds to the epitope). (4) The epitope is EPLPQGQLTAY. The TCR CDR3 sequence is CASSYLSSQGSGYTF. Result: 0 (the TCR does not bind to the epitope).